This data is from Reaction yield outcomes from USPTO patents with 853,638 reactions. The task is: Predict the reaction yield, written as a fraction of the theoretical maximum amount of product (1.0 means a 100% yield; for example, 0.34 means a 34% yield). (1) The reactants are CCCC[N+](CCCC)(CCCC)CCCC.[F-].[CH3:19][N:20]([CH3:55])[C:21]1[CH:26]=[CH:25][C:24]([C:27]2[CH:32]=[CH:31][C:30]([C@@:33]3([O:51][CH3:52])[CH2:37][N:36](C(OCC[Si](C)(C)C)=O)[C@H:35]([C:47]([O:49][CH3:50])=[O:48])[CH2:34]3)=[CH:29][CH:28]=2)=[C:23]([CH:53]=[CH2:54])[CH:22]=1. The catalyst is C1COCC1. The product is [CH3:55][N:20]([CH3:19])[C:21]1[CH:26]=[CH:25][C:24]([C:27]2[CH:28]=[CH:29][C:30]([C@@:33]3([O:51][CH3:52])[CH2:37][NH:36][C@H:35]([C:47]([O:49][CH3:50])=[O:48])[CH2:34]3)=[CH:31][CH:32]=2)=[C:23]([CH:53]=[CH2:54])[CH:22]=1. The yield is 1.00. (2) The reactants are Cl[CH2:2][C:3]([C:5]1[CH:10]=[CH:9][N:8]=[C:7]2[N:11]([CH2:14][O:15][CH2:16][CH2:17][Si:18]([CH3:21])([CH3:20])[CH3:19])[CH:12]=[CH:13][C:6]=12)=O.C[N:23]([CH:25]=O)C.[C:27]([O-])(=O)[C:28]([CH3:31])(C)[CH3:29].[Cs+].C([O-])(=O)C.[NH4+:39]. The catalyst is O. The product is [C:28]([C:25]1[NH:23][C:3]([C:5]2[CH:10]=[CH:9][N:8]=[C:7]3[N:11]([CH2:14][O:15][CH2:16][CH2:17][Si:18]([CH3:21])([CH3:20])[CH3:19])[CH:12]=[CH:13][C:6]=23)=[CH:2][N:39]=1)([CH3:31])([CH3:29])[CH3:27]. The yield is 0.520. (3) The product is [C:1]([O:5][C:6](=[O:34])[NH:7][C@@H:8]1[C:14](=[O:15])[N:13]([CH2:16][C:17]2[C:26]3[C:21](=[CH:22][CH:23]=[CH:24][CH:25]=3)[CH:20]=[CH:19][C:18]=2[O:28][CH3:29])[C:12]2[CH:30]=[CH:31][CH:32]=[CH:33][C:11]=2[NH:10][CH2:9]1)([CH3:4])([CH3:2])[CH3:3]. No catalyst specified. The yield is 0.696. The reactants are [C:1]([O:5][C:6](=[O:34])[NH:7][C@@H:8]1[C:14](=[O:15])[N:13]([CH2:16][C:17]2[C:26]3[C:21](=[C:22](Br)[CH:23]=[CH:24][CH:25]=3)[CH:20]=[CH:19][C:18]=2[O:28][CH3:29])[C:12]2[CH:30]=[CH:31][CH:32]=[CH:33][C:11]=2[NH:10][CH2:9]1)([CH3:4])([CH3:3])[CH3:2].C(OC(=O)N[C@@H]1C(=O)NC2C=CC=CC=2NC1)(C)(C)C.BrCC1C2C(=CC=CC=2)C=CC=1OC.